Dataset: Full USPTO retrosynthesis dataset with 1.9M reactions from patents (1976-2016). Task: Predict the reactants needed to synthesize the given product. (1) Given the product [C:24]([O:27][CH:4]1[CH2:5][CH:16]([C:17]2[CH:22]=[CH:21][CH:20]=[CH:19][CH:18]=2)[O:1][CH:2]([C:6]2[CH:7]=[C:8]([CH:13]=[CH:14][CH:15]=2)[C:9]([O:11][CH3:12])=[O:10])[CH2:3]1)(=[O:26])[CH3:25], predict the reactants needed to synthesize it. The reactants are: [OH:1][CH:2]([C:6]1[CH:7]=[C:8]([CH:13]=[CH:14][CH:15]=1)[C:9]([O:11][CH3:12])=[O:10])[CH2:3][CH:4]=[CH2:5].[CH:16](=O)[C:17]1[CH:22]=[CH:21][CH:20]=[CH:19][CH:18]=1.[C:24]([OH:27])(=[O:26])[CH3:25].B(F)(F)F.CCOCC. (2) Given the product [N:10]1([C:7]2[CH:8]=[CH:9][C:4]([C:3]([OH:16])=[O:2])=[CH:5][CH:6]=2)[CH2:15][CH2:14][CH2:13][CH2:12][CH2:11]1, predict the reactants needed to synthesize it. The reactants are: C[O:2][C:3](=[O:16])[C:4]1[CH:9]=[CH:8][C:7]([N:10]2[CH2:15][CH2:14][CH2:13][CH2:12][CH2:11]2)=[CH:6][CH:5]=1.COC(=O)C1C=CC(N2CCCC2)=CC=1. (3) Given the product [CH3:24][N:25]([CH2:22][C:14]1[N:15]=[C:16]2[CH:21]=[CH:20][CH:19]=[CH:18][N:17]2[C:13]=1[C:11]1[CH:10]=[CH:9][N:8]=[C:7]([N:1]2[CH2:2][CH2:3][O:4][CH2:5][CH2:6]2)[CH:12]=1)[C@@H:26]1[C:35]2[N:34]=[CH:33][CH:32]=[CH:31][C:30]=2[CH2:29][CH2:28][CH2:27]1, predict the reactants needed to synthesize it. The reactants are: [N:1]1([C:7]2[CH:12]=[C:11]([C:13]3[N:17]4[CH:18]=[CH:19][CH:20]=[CH:21][C:16]4=[N:15][C:14]=3[CH:22]=O)[CH:10]=[CH:9][N:8]=2)[CH2:6][CH2:5][O:4][CH2:3][CH2:2]1.[CH3:24][NH:25][C@@H:26]1[C:35]2[N:34]=[CH:33][CH:32]=[CH:31][C:30]=2[CH2:29][CH2:28][CH2:27]1.CN(CC1N=C2C=CC=CN2C=1C1C=CN=CC=1)[C@@H]1C2N=CC=CC=2CCC1. (4) Given the product [CH2:7]([O:6][P:4]([CH2:9][C:10]([OH:12])=[O:11])([O:3][CH2:1][CH3:2])=[O:5])[CH3:8], predict the reactants needed to synthesize it. The reactants are: [CH2:1]([O:3][P:4]([CH2:9][C:10]([O:12]CC)=[O:11])([O:6][CH2:7][CH3:8])=[O:5])[CH3:2].[OH-].[Na+]. (5) Given the product [CH2:48]([O:55][C:56]([N:58]1[CH2:62][CH:61]([CH2:63][O:64][C:65]2[CH:70]=[CH:69][C:68]([F:71])=[C:67]([F:72])[CH:66]=2)[CH:60]2[N:73]([C:76](=[O:83])[CH:77]([NH:82][C:11](=[O:13])[CH:9]([N:8]([C:1]([O:3][C:4]([CH3:5])([CH3:6])[CH3:7])=[O:2])[CH3:14])[CH3:10])[C:78]([CH3:79])([CH3:81])[CH3:80])[CH2:74][CH2:75][CH:59]12)=[O:57])[C:49]1[CH:50]=[CH:51][CH:52]=[CH:53][CH:54]=1, predict the reactants needed to synthesize it. The reactants are: [C:1]([N:8]([CH3:14])[C@H:9]([C:11]([OH:13])=O)[CH3:10])([O:3][C:4]([CH3:7])([CH3:6])[CH3:5])=[O:2].CN(C(ON1N=NC2C=CC=NC1=2)=[N+](C)C)C.F[P-](F)(F)(F)(F)F.CCN(C(C)C)C(C)C.[CH2:48]([O:55][C:56]([N:58]1[CH2:62][CH:61]([CH2:63][O:64][C:65]2[CH:70]=[CH:69][C:68]([F:71])=[C:67]([F:72])[CH:66]=2)[CH:60]2[N:73]([C:76](=[O:83])[CH:77]([NH2:82])[C:78]([CH3:81])([CH3:80])[CH3:79])[CH2:74][CH2:75][CH:59]12)=[O:57])[C:49]1[CH:54]=[CH:53][CH:52]=[CH:51][CH:50]=1. (6) Given the product [CH:8]1([C:12]2[N:4]=[C:3]([C:2]([F:7])([F:6])[F:1])[N:5]=[C:14]([C:15]([O:17][CH2:18][CH3:19])=[O:16])[CH:13]=2)[CH2:9][CH2:10][CH2:11]1, predict the reactants needed to synthesize it. The reactants are: [F:1][C:2]([F:7])([F:6])[C:3](=[NH:5])[NH2:4].[CH:8]1(/[C:12](/O)=[CH:13]/[C:14](=O)[C:15]([O:17][CH2:18][CH3:19])=[O:16])[CH2:11][CH2:10][CH2:9]1.Cl.